Dataset: Peptide-MHC class I binding affinity with 185,985 pairs from IEDB/IMGT. Task: Regression. Given a peptide amino acid sequence and an MHC pseudo amino acid sequence, predict their binding affinity value. This is MHC class I binding data. (1) The peptide sequence is VYRHCEYIL. The MHC is HLA-A23:01 with pseudo-sequence HLA-A23:01. The binding affinity (normalized) is 0.616. (2) The peptide sequence is MTYKAAVL. The MHC is HLA-B40:01 with pseudo-sequence HLA-B40:01. The binding affinity (normalized) is 0. (3) The peptide sequence is KLTPLCVTL. The MHC is HLA-A02:01 with pseudo-sequence HLA-A02:01. The binding affinity (normalized) is 0.889. (4) The peptide sequence is VHGMNFTKL. The MHC is HLA-A03:01 with pseudo-sequence HLA-A03:01. The binding affinity (normalized) is 0.0847. (5) The MHC is HLA-A02:01 with pseudo-sequence HLA-A02:01. The peptide sequence is RLSTEERHI. The binding affinity (normalized) is 0.393.